This data is from Experimentally validated miRNA-target interactions with 360,000+ pairs, plus equal number of negative samples. The task is: Binary Classification. Given a miRNA mature sequence and a target amino acid sequence, predict their likelihood of interaction. (1) The miRNA is hsa-let-7b-3p with sequence CUAUACAACCUACUGCCUUCCC. The protein sequence of the target gene is MPPSGLRLLPLLLPLPWLLVLTPGRPAAGLSTCKTIDMELVKRKRIEAIRGQILSKLRLASPPSQGEVPPGPLPEAVLALYNSTRDRVAGESADPEPEPEADYYAKEVTRVLMVDRNNAIYEKTKDISHSIYMFFNTSDIREAVPEPPLLSRAELRLQRLKSSVEQHVELYQKYSNNSWRYLGNRLLTPTDTPEWLSFDVTGVVRQWLNQGDGIQGFRFSAHCSCDSKDNKLHVEINGISPKRRGDLGTIHDMNRPFLLLMATPLERAQHLHSSRHRRALDTNYCFSSTEKNCCVRQLYI.... Result: 0 (no interaction). (2) The miRNA is hsa-miR-30c-5p with sequence UGUAAACAUCCUACACUCUCAGC. The protein sequence of the target gene is MSCTIEKILTDAKTLLERLREHDAAAESLVDQSAALHRRVAAMREAGTALPDQYQEDASDMKDMSKYKPHILLSQENTQIRDLQQENRELWISLEEHQDALELIMSKYRKQMLQLMVAKKAVDAEPVLKAHQSHSAEIESQIDRICEMGEVMRKAVQVDDDQFCKIQEKLAQLELENKELRELLSISSESLQARKENSMDTASQAIK. Result: 1 (interaction). (3) The miRNA is hsa-miR-4645-5p with sequence ACCAGGCAAGAAAUAUUGU. The protein sequence of the target gene is MMRTQCLLGLRTFVAFAAKLWSFFIYLLRRQIRTVIQYQTVRYDILPLSPVSRNRLAQVKRKILVLDLDETLIHSHHDGVLRPTVRPGTPPDFILKVVIDKHPVRFFVHKRPHVDFFLEVVSQWYELVVFTASMEIYGSAVADKLDNSRSILKRRYYRQHCTLELGSYIKDLSVVHSDLSSIVILDNSPGAYRSHPDNAIPIKSWFSDPSDTALLNLLPMLDALRFTADVRSVLSRNLHQHRLW. Result: 1 (interaction). (4) The miRNA is cel-miR-58b-3p with sequence AGAGAUCAACCAUUGAGAUCCAA. The protein sequence of the target gene is MQNSHSGVNQLGGVFVNGRPLPDSTRQKIVELAHSGARPCDISRILQVSNGCVSKILGRYYETGSIRPRAIGGSKPRVATPEVVSKIAQYKRECPSIFAWEIRDRLLSEGVCTNDNIPSVSSINRVLRNLASEKQQMGADGMYDKLRMLNGQTGSWGTRPGWYPGTSVPGQPTQDGCQQQEGGGENTNSISSNGEDSDEAQMRLQLKRKLQRNRTSFTQEQIEALEKEFERTHYPDVFARERLAAKIDLPEARIQVWFSNRRAKWRREEKLRNQRRQASNTPSHIPISSSFSTSVYQPIP.... Result: 0 (no interaction). (5) Result: 0 (no interaction). The protein sequence of the target gene is MSEGAAGASPPGAASAAAASAEEGTAAAAAAAAAGGGPDGGGEGAAEPPRELRCSDCIVWNRQQTWLCVVPLFIGFIGLGLSLMLLKWIVVGSVKEYVPTDLVDSKGMGQDPFFLSKPSSFPKAMETTTTTTSTTSPATPSAGGAASSRTPNRISTRLTTITRAPTRFPGHRVPIRASPRSTTARNTAAPPTVLSTTAPFFSSSTPGSRPPMPGAPSTQAMPSWPTAAYATSSYLHDSTPSWTLSPFQDAAAASSSSPSSTSSTTTTPETSTSPKFHTTTYSTERSEHFKPCRDKDLAYC.... The miRNA is mmu-miR-1971 with sequence GUAAAGGCUGGGCUGAGA. (6) The miRNA is mmu-miR-1905 with sequence CACCAGUCCCACCACGCGGUAG. The protein sequence of the target gene is MPGTDLLKLKDFEPYLEILESYSTKAKNYVNGYCTKYEPWQLIAWSVLCTLLIVWVYELIFQPESLWSRFKKKLFKLIRKMPFIGRKIEQQVSKAKKDLVKNMPFLKVDKDYVKTLPAQGMGTAEVLERLKEYSSMDGSWQEGKASGAVYNGEPKLTELLVQAYGEFTWSNPLHPDIFPGLRKLEAEIVRMTCSLFNGGPDSCGCVTSGGTESILMACKAYRDLALEKGIKTPEIVAPESAHAAFDKAAHYFGMKIVRVALKKNMEVDVQAMKRAISRNTAMLVCSTPQFPHGVMDPVPE.... Result: 0 (no interaction). (7) The miRNA is hsa-miR-302a-3p with sequence UAAGUGCUUCCAUGUUUUGGUGA. The protein sequence of the target gene is MKDYDELLKYYELHETIGTGGFAKVKLACHILTGEMVAIKIMDKNTLGSDLPRIKTEIEALKNLRHQHICQLYHVLETANKIFMVLEYCPGGELFDYIISQDRLSEEETRVVFRQIVSAVAYVHSQGYAHRDLKPENLLFDEYHKLKLIDFGLCAKPKGNKDYHLQTCCGSLAYAAPELIQGKSYLGSEADVWSMGILLYVLMCGFLPFDDDNVMALYKKIMRGKYDVPKWLSPSSILLLQQMLQVDPKKRISMKNLLNHPWIMQDYNYPVEWQSKNPFIHLDDDCVTELSVHHRNNRQT.... Result: 1 (interaction). (8) The miRNA is dme-miR-2c-3p with sequence UAUCACAGCCAGCUUUGAUGGGC. The protein sequence of the target gene is MGKSASKQFHNEVLKAHNEYRQKHGVPPLKLCKNLNREAQQYSEALASTRILKHSPESSRGQCGENLAWASYDQTGKEVADRWYSEIKNYNFQQPGFTSGTGHFTAMVWKNTKKMGVGKASASDGSSFVVARYFPAGNVVNEGFFEENVLPPKK. Result: 0 (no interaction). (9) The miRNA is mmu-miR-693-3p with sequence GCAGCUUUCAGAUGUGGCUGUAA. The protein sequence of the target gene is MARGGRGRRLGLALGLLLALVLAPRVLRAKPTVRKERVVRPDSELGERPPEDNQSFQYDHEAFLGKEDSKTFDQLTPDESKERLGKIVDRIDNDGDGFVTTEELKTWIKRVQKRYIFDNVAKVWKDYDRDKDDKISWEEYKQATYGYYLGNPAEFHDSSDHHTFKKMLPRDERRFKAADLNGDLTATREEFTAFLHPEEFEHMKEIVVLETLEDIDKNGDGFVDQDEYIADMFSHEENGPEPDWVLSEREQFNEFRDLNKDGKLDKDEIRHWILPQDYDHAQAEARHLVYESDKNKDEKL.... Result: 0 (no interaction).